This data is from Catalyst prediction with 721,799 reactions and 888 catalyst types from USPTO. The task is: Predict which catalyst facilitates the given reaction. (1) Reactant: [CH3:1][C@@H:2]1[O:7][CH2:6][C@@H:5]2[CH2:8][CH2:9][C@@H:10]([C:12]([OH:14])=O)[CH2:11][N:4]2[C:3]1=[O:15].C(Cl)(=O)C(Cl)=O.Cl.[Cl:23][C:24]1[C:25]([CH2:30][NH2:31])=[N:26][CH:27]=[CH:28][N:29]=1.C(N(CC)CC)C. Product: [Cl:23][C:24]1[C:25]([CH2:30][NH:31][C:12]([C@H:10]2[CH2:11][N:4]3[C@H:5]([CH2:6][O:7][C@@H:2]([CH3:1])[C:3]3=[O:15])[CH2:8][CH2:9]2)=[O:14])=[N:26][CH:27]=[CH:28][N:29]=1. The catalyst class is: 606. (2) Reactant: [O-][O-].[Mg+2].[C:4]1([C:10]2[C:19]3[C:14](=[CH:15][CH:16]=[CH:17][CH:18]=3)[CH:13]([CH3:20])[CH2:12][N:11]=2)[CH:9]=[CH:8][CH:7]=[CH:6][CH:5]=1. Product: [C:4]1([C:10]2[C:19]3[C:14](=[CH:15][CH:16]=[CH:17][CH:18]=3)[C:13]([CH3:20])=[CH:12][N:11]=2)[CH:5]=[CH:6][CH:7]=[CH:8][CH:9]=1. The catalyst class is: 48. (3) Reactant: [C:1]([C:4]1[CH:9]=[CH:8][C:7]([C:10]2[C:14]([C:15]#[N:16])=[C:13]([S:17][CH3:18])[S:12][C:11]=2[C:19]([OH:21])=[O:20])=[CH:6][CH:5]=1)([OH:3])=O.C(N1C=CN=C1)(N1C=CN=C1)=O.[CH:34]([NH2:37])([CH3:36])[CH3:35].O.Cl. Product: [C:15]([C:14]1[C:10]([C:7]2[CH:8]=[CH:9][C:4]([C:1](=[O:3])[NH:37][CH:34]([CH3:36])[CH3:35])=[CH:5][CH:6]=2)=[C:11]([C:19]([OH:21])=[O:20])[S:12][C:13]=1[S:17][CH3:18])#[N:16]. The catalyst class is: 2. (4) Reactant: ClCCl.[CH3:4][O:5][C:6]1[CH:26]=[CH:25][C:9]([CH2:10][N:11]2[C:19]3[C:14](=[CH:15][C:16](Br)=[CH:17][C:18]=3[C:20]([O:22][CH3:23])=[O:21])[CH:13]=[N:12]2)=[CH:8][CH:7]=1.[CH3:27][C:28]1([CH3:44])[C:32]([CH3:34])([CH3:33])[O:31][B:30]([B:30]2[O:31][C:32]([CH3:34])([CH3:33])[C:28]([CH3:44])([CH3:27])[O:29]2)[O:29]1.C([O-])(=O)C.[K+]. Product: [CH3:4][O:5][C:6]1[CH:7]=[CH:8][C:9]([CH2:10][N:11]2[CH:19]=[C:14]3[C:13]([C:18]([C:20]([O:22][CH3:23])=[O:21])=[CH:17][C:16]([B:30]4[O:31][C:32]([CH3:34])([CH3:33])[C:28]([CH3:44])([CH3:27])[O:29]4)=[CH:15]3)=[N:12]2)=[CH:25][CH:26]=1. The catalyst class is: 423. (5) Reactant: C([O-])(=O)C.[Na+].Cl.[NH2:7][OH:8].[C:9]1(=O)[CH:12]2[CH2:13][C:14]3[CH:15]=[CH:16][CH:17]=[CH:18][C:19]=3[CH:11]2[CH2:10]1. Product: [C:9]1(=[N:7][OH:8])[CH:12]2[CH2:13][C:14]3[CH:15]=[CH:16][CH:17]=[CH:18][C:19]=3[CH:11]2[CH2:10]1. The catalyst class is: 5. (6) Reactant: [CH:1]1([CH2:7][NH:8][C:9]2[S:10][C:11]3[CH:17]=[C:16]([C:18]([C:20]4[CH:25]=[CH:24][N:23]=[CH:22][CH:21]=4)=[O:19])[CH:15]=[CH:14][C:12]=3[N:13]=2)[CH2:6][CH2:5][CH2:4][CH2:3][CH2:2]1.[BH4-].[Na+]. Product: [CH:1]1([CH2:7][NH:8][C:9]2[S:10][C:11]3[CH:17]=[C:16]([CH:18]([C:20]4[CH:25]=[CH:24][N:23]=[CH:22][CH:21]=4)[OH:19])[CH:15]=[CH:14][C:12]=3[N:13]=2)[CH2:6][CH2:5][CH2:4][CH2:3][CH2:2]1. The catalyst class is: 14. (7) Reactant: [CH2:1]([O:8][C:9]1[CH:14]=[C:13]([F:15])[CH:12]=[CH:11][C:10]=1[CH2:16]O)[C:2]1[CH:7]=[CH:6][CH:5]=[CH:4][CH:3]=1.CS([Cl:22])(=O)=O.C(N(CC)CC)C. Product: [Cl:22][CH2:16][C:10]1[CH:11]=[CH:12][C:13]([F:15])=[CH:14][C:9]=1[O:8][CH2:1][C:2]1[CH:7]=[CH:6][CH:5]=[CH:4][CH:3]=1. The catalyst class is: 2.